From a dataset of Forward reaction prediction with 1.9M reactions from USPTO patents (1976-2016). Predict the product of the given reaction. (1) Given the reactants I[C:2]1[CH:7]=[CH:6][C:5]([CH3:8])=[CH:4][CH:3]=1.Br[C:10]([F:17])([F:16])[C:11]([O:13][CH2:14][CH3:15])=[O:12].P([O-])([O-])(O)=O.[K+].[K+], predict the reaction product. The product is: [F:16][C:10]([F:17])([C:2]1[CH:7]=[CH:6][C:5]([CH3:8])=[CH:4][CH:3]=1)[C:11]([O:13][CH2:14][CH3:15])=[O:12]. (2) Given the reactants [CH:1]1([CH2:4][O:5][C:6]2[C:7]([C:17]3[CH:22]=[C:21]([CH3:23])[C:20](=[O:24])[N:19]([CH3:25])[CH:18]=3)=[N:8][C:9]([NH:12][S:13]([CH3:16])(=[O:15])=[O:14])=[N:10][CH:11]=2)[CH2:3][CH2:2]1.[CH2:26](I)[CH3:27], predict the reaction product. The product is: [CH:1]1([CH2:4][O:5][C:6]2[C:7]([C:17]3[CH:22]=[C:21]([CH3:23])[C:20](=[O:24])[N:19]([CH3:25])[CH:18]=3)=[N:8][C:9]([N:12]([CH2:26][CH3:27])[S:13]([CH3:16])(=[O:15])=[O:14])=[N:10][CH:11]=2)[CH2:3][CH2:2]1.